The task is: Regression. Given two drug SMILES strings and cell line genomic features, predict the synergy score measuring deviation from expected non-interaction effect.. This data is from NCI-60 drug combinations with 297,098 pairs across 59 cell lines. (1) Drug 1: CC1C(C(CC(O1)OC2CC(OC(C2O)C)OC3=CC4=CC5=C(C(=O)C(C(C5)C(C(=O)C(C(C)O)O)OC)OC6CC(C(C(O6)C)O)OC7CC(C(C(O7)C)O)OC8CC(C(C(O8)C)O)(C)O)C(=C4C(=C3C)O)O)O)O. Drug 2: C(CC(=O)O)C(=O)CN.Cl. Cell line: A498. Synergy scores: CSS=15.2, Synergy_ZIP=-1.17, Synergy_Bliss=-4.03, Synergy_Loewe=-27.5, Synergy_HSA=-2.61. (2) Drug 1: CC1=C2C(C(=O)C3(C(CC4C(C3C(C(C2(C)C)(CC1OC(=O)C(C(C5=CC=CC=C5)NC(=O)C6=CC=CC=C6)O)O)OC(=O)C7=CC=CC=C7)(CO4)OC(=O)C)O)C)OC(=O)C. Drug 2: CCC1(C2=C(COC1=O)C(=O)N3CC4=CC5=C(C=CC(=C5CN(C)C)O)N=C4C3=C2)O.Cl. Cell line: LOX IMVI. Synergy scores: CSS=55.7, Synergy_ZIP=-5.84, Synergy_Bliss=-8.37, Synergy_Loewe=-4.73, Synergy_HSA=-1.99.